Dataset: Forward reaction prediction with 1.9M reactions from USPTO patents (1976-2016). Task: Predict the product of the given reaction. (1) Given the reactants C[O:2][C:3]([C:5]1[C:9]([NH2:10])=[CH:8][S:7][CH:6]=1)=[O:4].Cl[C:12]([F:17])([F:16])[C:13](Cl)=[O:14].[F:18][C:19]1[CH:24]=[CH:23][C:22]([C:25]2[CH:30]=[CH:29][C:28]([OH:31])=[CH:27][CH:26]=2)=[CH:21][CH:20]=1, predict the reaction product. The product is: [F:16][C:12]([F:17])([O:31][C:28]1[CH:27]=[CH:26][C:25]([C:22]2[CH:23]=[CH:24][C:19]([F:18])=[CH:20][CH:21]=2)=[CH:30][CH:29]=1)[C:13]([NH:10][C:9]1[C:5]([C:3]([OH:2])=[O:4])=[CH:6][S:7][CH:8]=1)=[O:14]. (2) Given the reactants [Cl:1][C:2]1[CH:7]=[CH:6][C:5]([C:8]2[C:12]([C:13]3[CH:18]=[CH:17][N:16]=[CH:15][N:14]=3)=[C:11]([CH:19]3[CH2:24][CH2:23][N:22]([CH:25]4[CH2:29][CH2:28][CH2:27][CH:26]4[OH:30])[CH2:21][CH2:20]3)[NH:10][N:9]=2)=[CH:4][CH:3]=1.[C:31]([OH:38])(=[O:37])/[CH:32]=[CH:33]/[C:34]([OH:36])=[O:35], predict the reaction product. The product is: [C:31]([OH:38])(=[O:37])/[CH:32]=[CH:33]/[C:34]([OH:36])=[O:35].[Cl:1][C:2]1[CH:3]=[CH:4][C:5]([C:8]2[C:12]([C:13]3[CH:18]=[CH:17][N:16]=[CH:15][N:14]=3)=[C:11]([CH:19]3[CH2:20][CH2:21][N:22]([CH:25]4[CH2:29][CH2:28][CH2:27][CH:26]4[OH:30])[CH2:23][CH2:24]3)[NH:10][N:9]=2)=[CH:6][CH:7]=1. (3) Given the reactants C(OC([N:8]1[C:16]2[C:11](=[CH:12][C:13]([Cl:17])=[CH:14][CH:15]=2)[CH:10]=[C:9]1[CH2:18][N:19]1[CH2:24][C:23](=[O:25])[N:22]([CH2:26][C:27]2[CH:32]=C[C:30](C#N)=[C:29](N)[CH:28]=2)[CH:21]([C:36]([O:38][CH3:39])=[O:37])[CH2:20]1)=O)(C)(C)C.[N:40]1[CH:45]=[N:44][CH:43]=[N:42][CH:41]=1.CC(O)=O, predict the reaction product. The product is: [CH3:39][O:38][C:36]([CH:21]1[CH2:20][N:19]([CH2:18][C:9]2[NH:8][C:16]3[C:11]([CH:10]=2)=[CH:12][C:13]([Cl:17])=[CH:14][CH:15]=3)[CH2:24][C:23](=[O:25])[N:22]1[CH2:26][C:27]1[CH:32]=[C:41]2[C:30]([C:45]([NH2:40])=[N:44][CH:43]=[N:42]2)=[CH:29][CH:28]=1)=[O:37]. (4) Given the reactants [CH:1]1[C:13]2[NH:12][C:11]3[C:10]4[C:14]5[C:19]([S:20][C:9]=4[CH:8]=[CH:7][C:6]=3[C:5]=2[CH:4]=[CH:3][CH:2]=1)=[CH:18][CH:17]=[CH:16][CH:15]=5.[H-].[Na+].Cl[C:24]1[N:29]=[C:28]([C:30]2[CH:35]=[CH:34][CH:33]=[CH:32][CH:31]=2)[N:27]=[C:26]([C:36]2[CH:41]=[CH:40][CH:39]=[CH:38][CH:37]=2)[N:25]=1, predict the reaction product. The product is: [C:36]1([C:26]2[N:27]=[C:28]([C:30]3[CH:31]=[CH:32][CH:33]=[CH:34][CH:35]=3)[N:29]=[C:24]([N:12]3[C:11]4[C:10]5[C:14]6[C:19]([S:20][C:9]=5[CH:8]=[CH:7][C:6]=4[C:5]4[CH:4]=[CH:3][CH:2]=[CH:1][C:13]3=4)=[CH:18][CH:17]=[CH:16][CH:15]=6)[N:25]=2)[CH:41]=[CH:40][CH:39]=[CH:38][CH:37]=1. (5) The product is: [Cl:1][C:2]1[CH:7]=[C:6]([Cl:8])[CH:5]=[CH:4][C:3]=1[N:9]1[C:14]2=[N:15][C:16]3[CH:21]=[CH:20][CH:19]=[C:18]([CH:22]([O:25][CH2:31][CH2:30][O:29][CH3:28])[CH2:23][CH3:24])[C:17]=3[N:13]2[CH2:12][CH2:11][CH2:10]1. Given the reactants [Cl:1][C:2]1[CH:7]=[C:6]([Cl:8])[CH:5]=[CH:4][C:3]=1[N:9]1[C:14]2=[N:15][C:16]3[CH:21]=[CH:20][CH:19]=[C:18]([CH:22]([OH:25])[CH2:23][CH3:24])[C:17]=3[N:13]2[CH2:12][CH2:11][CH2:10]1.[H-].[Na+].[CH3:28][O:29][CH2:30][CH2:31]Br, predict the reaction product. (6) Given the reactants [CH3:1][N:2]1[C:7](=[O:8])[C:6]([CH3:14])([CH2:9][CH:10]=[C:11]([CH3:13])[CH3:12])[C:5](=[O:15])[NH:4][C:3]1=[O:16].Br.Br[CH2:19][C:20]([C:22]1[CH:23]=[N:24][CH:25]=[CH:26][CH:27]=1)=[O:21].C([O-])([O-])=O.[K+].[K+], predict the reaction product. The product is: [CH3:1][N:2]1[C:7](=[O:8])[C:6]([CH3:14])([CH2:9][CH:10]=[C:11]([CH3:12])[CH3:13])[C:5](=[O:15])[N:4]([CH2:19][C:20](=[O:21])[C:22]2[CH:23]=[N:24][CH:25]=[CH:26][CH:27]=2)[C:3]1=[O:16]. (7) The product is: [CH:12]1([CH2:10][CH2:11][C:18]2[CH:24]=[CH:23][C:21]([NH2:22])=[C:20]([F:25])[CH:19]=2)[CH2:16][CH2:15][CH2:14][CH2:13]1. Given the reactants C12BC(CCC1)CCC2.[CH:10]([CH:12]1[CH2:16][CH2:15][CH2:14][CH2:13]1)=[CH2:11].Br[C:18]1[CH:24]=[CH:23][C:21]([NH2:22])=[C:20]([F:25])[CH:19]=1.[OH-].[Na+], predict the reaction product. (8) Given the reactants C1C=CC2N(O)N=NC=2C=1.CCN(C(C)C)C(C)C.[F:20][C:21]1[CH:22]=[C:23]([CH:27]=[C:28]([F:31])[C:29]=1[F:30])[C:24]([OH:26])=O.CCN=C=NCCCN(C)C.Cl.Cl.[C:45]1([C:63]2[CH:68]=[CH:67][CH:66]=[CH:65][CH:64]=2)[CH:50]=[CH:49][C:48]([NH:51][C:52](=[O:62])[CH2:53][C:54](=[O:61])[N:55]2[CH2:60][CH2:59][NH:58][CH2:57][CH2:56]2)=[CH:47][CH:46]=1, predict the reaction product. The product is: [C:45]1([C:63]2[CH:68]=[CH:67][CH:66]=[CH:65][CH:64]=2)[CH:46]=[CH:47][C:48]([NH:51][C:52](=[O:62])[CH2:53][C:54](=[O:61])[N:55]2[CH2:56][CH2:57][N:58]([C:24](=[O:26])[C:23]3[CH:27]=[C:28]([F:31])[C:29]([F:30])=[C:21]([F:20])[CH:22]=3)[CH2:59][CH2:60]2)=[CH:49][CH:50]=1. (9) Given the reactants [OH-:1].[Na+].C([O:7][CH2:8][CH2:9][C:10]1[CH:15]=[CH:14][CH:13]=[C:12]([C:16]([CH3:18])=[CH2:17])[CH:11]=1)(=O)CC.O1CCOC[CH2:20]1, predict the reaction product. The product is: [C:16]([C:12]1[CH:11]=[C:10]([CH:9]([CH3:20])[C:8]([OH:7])=[O:1])[CH:15]=[CH:14][CH:13]=1)([CH3:18])=[CH2:17].